The task is: Predict the reaction yield, written as a fraction of the theoretical maximum amount of product (1.0 means a 100% yield; for example, 0.34 means a 34% yield).. This data is from Reaction yield outcomes from USPTO patents with 853,638 reactions. (1) The reactants are [C:1]1([NH:7][C:8]2[CH:13]=[CH:12][CH:11]=[CH:10][CH:9]=2)[CH:6]=[CH:5][CH:4]=[CH:3][CH:2]=1.[CH2:14]([C:18]1([CH2:33][CH2:34][CH2:35][CH3:36])[C:30]2[CH:29]=[C:28]([Br:31])[CH:27]=[CH:26][C:25]=2C2C1=CC(Br)=CC=2)[CH2:15][CH2:16][CH3:17].C[C:38]1[CH:43]=[CH:42][CH:41]=[CH:40][C:39]=1P([C:38]1[CH:43]=[CH:42][CH:41]=[CH:40][C:39]=1C)[C:38]1[CH:43]=[CH:42][CH:41]=[CH:40][C:39]=1C.C1(C)C=CC=CC=1. The catalyst is CC([O-])=O.CC([O-])=O.[Pd+2].O. The product is [CH2:14]([C:18]1([CH2:33][CH2:34][CH2:35][CH3:36])[C:10]2[CH:9]=[C:8]([N:7]([C:38]3[CH:43]=[CH:42][CH:41]=[CH:40][CH:39]=3)[C:1]3[CH:2]=[CH:3][CH:4]=[CH:5][CH:6]=3)[CH:13]=[CH:12][C:11]=2[C:25]2[C:30]1=[CH:29][C:28]([Br:31])=[CH:27][CH:26]=2)[CH2:15][CH2:16][CH3:17]. The yield is 0.760. (2) The reactants are C[N:2](C)[CH:3]=[CH:4][C:5]([C:7]1[C:12](=[O:13])[CH:11]=[CH:10][N:9]([C:14]2[CH:19]=[CH:18][C:17]([CH3:20])=[CH:16][CH:15]=2)[N:8]=1)=O.[C:22]1([NH:28]N)[CH:27]=[CH:26][CH:25]=[CH:24][CH:23]=1. The catalyst is CO. The product is [CH3:20][C:17]1[CH:18]=[CH:19][C:14]([N:9]2[CH:10]=[CH:11][C:12](=[O:13])[C:7]([C:5]3[N:28]([C:22]4[CH:27]=[CH:26][CH:25]=[CH:24][CH:23]=4)[N:2]=[CH:3][CH:4]=3)=[N:8]2)=[CH:15][CH:16]=1. The yield is 0.0700. (3) The reactants are [C:1]1([C:7]2[CH:15]=[C:14]3[C:10]([CH2:11][C:12](=[O:16])[NH:13]3)=[CH:9][CH:8]=2)[CH:6]=[CH:5][CH:4]=[CH:3][CH:2]=1.[CH3:17][N:18]([CH3:33])[CH2:19][CH2:20][NH:21][C:22]([C:24]1[C:28]([CH3:29])=[C:27]([CH:30]=O)[NH:26][C:25]=1[CH3:32])=[O:23]. No catalyst specified. The product is [CH3:17][N:18]([CH3:33])[CH2:19][CH2:20][NH:21][C:22]([C:24]1[C:28]([CH3:29])=[C:27]([CH:30]=[C:11]2[C:10]3[C:14](=[CH:15][C:7]([C:1]4[CH:2]=[CH:3][CH:4]=[CH:5][CH:6]=4)=[CH:8][CH:9]=3)[NH:13][C:12]2=[O:16])[NH:26][C:25]=1[CH3:32])=[O:23]. The yield is 0.360. (4) The reactants are [CH3:1][O:2][C:3]1[CH:4]=[C:5]([CH2:9][CH2:10][CH2:11][NH2:12])[CH:6]=[CH:7][CH:8]=1.[CH2:13]([O:15][C:16]([C:18]1[C:19]([CH3:26])=[N:20][C:21](Cl)=[N:22][C:23]=1[CH3:24])=[O:17])[CH3:14]. The catalyst is CCO. The product is [CH2:13]([O:15][C:16]([C:18]1[C:19]([CH3:26])=[N:20][C:21]([NH:12][CH2:11][CH2:10][CH2:9][C:5]2[CH:6]=[CH:7][CH:8]=[C:3]([O:2][CH3:1])[CH:4]=2)=[N:22][C:23]=1[CH3:24])=[O:17])[CH3:14]. The yield is 0.760. (5) The reactants are [NH2:1][C:2]1[CH:3]=[CH:4][CH:5]=[C:6]2[C:11]=1[N:10]=[CH:9][CH:8]=[CH:7]2.Cl[S:13]([C:16]1[CH:17]=[C:18]([CH:23]=[CH:24][CH:25]=1)[C:19]([O:21][CH3:22])=[O:20])(=[O:15])=[O:14]. The catalyst is CN(C1C=CN=CC=1)C. The product is [CH3:22][O:21][C:19](=[O:20])[C:18]1[CH:23]=[CH:24][CH:25]=[C:16]([S:13](=[O:14])(=[O:15])[NH:1][C:2]2[CH:3]=[CH:4][CH:5]=[C:6]3[C:11]=2[N:10]=[CH:9][CH:8]=[CH:7]3)[CH:17]=1. The yield is 0.640. (6) The reactants are Cl.[N:2]1[CH:7]=[CH:6][CH:5]=[CH:4][C:3]=1[C:8](Cl)=[O:9].CCN(CC)CC.[NH2:18][C:19]1[CH:24]=[CH:23][C:22]([N:25]2[CH2:30][CH2:29][N:28]([C:31]([O:33][C:34]([CH3:37])([CH3:36])[CH3:35])=[O:32])[CH2:27][CH2:26]2)=[C:21]([Cl:38])[CH:20]=1. The catalyst is C(Cl)Cl. The product is [Cl:38][C:21]1[CH:20]=[C:19]([NH:18][C:8](=[O:9])[C:3]2[CH:4]=[CH:5][CH:6]=[CH:7][N:2]=2)[CH:24]=[CH:23][C:22]=1[N:25]1[CH2:30][CH2:29][N:28]([C:31]([O:33][C:34]([CH3:37])([CH3:36])[CH3:35])=[O:32])[CH2:27][CH2:26]1. The yield is 1.00. (7) The reactants are [CH2:1](Cl)[CH2:2]Cl.Cl.CN.[CH:8]1[CH:9]=[CH:10][C:11]2N(O)N=N[C:12]=2[CH:13]=1.O.[CH2:19](N(CC)CC)[CH3:20].[CH3:26][N:27]([CH:29]=[O:30])C. No catalyst specified. The product is [CH3:26][NH:27][C:29]([C:19]1[CH2:20][C:12]2[C:11]([C:1]=1[CH3:2])=[CH:10][CH:9]=[CH:8][CH:13]=2)=[O:30]. The yield is 0.860.